This data is from NCI-60 drug combinations with 297,098 pairs across 59 cell lines. The task is: Regression. Given two drug SMILES strings and cell line genomic features, predict the synergy score measuring deviation from expected non-interaction effect. (1) Drug 1: C1CN1C2=NC(=NC(=N2)N3CC3)N4CC4. Drug 2: C1CN(P(=O)(OC1)NCCCl)CCCl. Cell line: EKVX. Synergy scores: CSS=11.5, Synergy_ZIP=-6.18, Synergy_Bliss=-1.96, Synergy_Loewe=-5.10, Synergy_HSA=-0.617. (2) Drug 1: CS(=O)(=O)C1=CC(=C(C=C1)C(=O)NC2=CC(=C(C=C2)Cl)C3=CC=CC=N3)Cl. Drug 2: CC1C(C(CC(O1)OC2CC(OC(C2O)C)OC3=CC4=CC5=C(C(=O)C(C(C5)C(C(=O)C(C(C)O)O)OC)OC6CC(C(C(O6)C)O)OC7CC(C(C(O7)C)O)OC8CC(C(C(O8)C)O)(C)O)C(=C4C(=C3C)O)O)O)O. Cell line: NCI-H460. Synergy scores: CSS=14.5, Synergy_ZIP=16.7, Synergy_Bliss=18.8, Synergy_Loewe=18.0, Synergy_HSA=18.2. (3) Drug 1: C1=CC(=CC=C1C#N)C(C2=CC=C(C=C2)C#N)N3C=NC=N3. Drug 2: C(CC(=O)O)C(=O)CN.Cl. Cell line: A498. Synergy scores: CSS=6.83, Synergy_ZIP=-3.03, Synergy_Bliss=1.31, Synergy_Loewe=1.90, Synergy_HSA=1.90. (4) Drug 1: CC1=CC2C(CCC3(C2CCC3(C(=O)C)OC(=O)C)C)C4(C1=CC(=O)CC4)C. Drug 2: CC(C1=C(C=CC(=C1Cl)F)Cl)OC2=C(N=CC(=C2)C3=CN(N=C3)C4CCNCC4)N. Cell line: HT29. Synergy scores: CSS=0.765, Synergy_ZIP=-1.17, Synergy_Bliss=-2.66, Synergy_Loewe=-9.28, Synergy_HSA=-4.79. (5) Drug 1: CNC(=O)C1=CC=CC=C1SC2=CC3=C(C=C2)C(=NN3)C=CC4=CC=CC=N4. Drug 2: CN(C)N=NC1=C(NC=N1)C(=O)N. Cell line: NCI-H226. Synergy scores: CSS=-6.29, Synergy_ZIP=0.208, Synergy_Bliss=-4.65, Synergy_Loewe=-14.0, Synergy_HSA=-8.01. (6) Drug 1: C1CCC(CC1)NC(=O)N(CCCl)N=O. Drug 2: C1CN1P(=S)(N2CC2)N3CC3. Cell line: SF-268. Synergy scores: CSS=34.2, Synergy_ZIP=1.50, Synergy_Bliss=7.49, Synergy_Loewe=3.41, Synergy_HSA=7.75. (7) Drug 2: CC1=C(N=C(N=C1N)C(CC(=O)N)NCC(C(=O)N)N)C(=O)NC(C(C2=CN=CN2)OC3C(C(C(C(O3)CO)O)O)OC4C(C(C(C(O4)CO)O)OC(=O)N)O)C(=O)NC(C)C(C(C)C(=O)NC(C(C)O)C(=O)NCCC5=NC(=CS5)C6=NC(=CS6)C(=O)NCCC[S+](C)C)O. Synergy scores: CSS=19.4, Synergy_ZIP=-6.63, Synergy_Bliss=-7.02, Synergy_Loewe=-20.8, Synergy_HSA=-5.69. Cell line: KM12. Drug 1: C1CC(C1)(C(=O)O)C(=O)O.[NH2-].[NH2-].[Pt+2]. (8) Drug 1: C1=CN(C(=O)N=C1N)C2C(C(C(O2)CO)O)O.Cl. Drug 2: COC1=C2C(=CC3=C1OC=C3)C=CC(=O)O2. Cell line: SF-268. Synergy scores: CSS=14.8, Synergy_ZIP=-1.64, Synergy_Bliss=0.560, Synergy_Loewe=-19.2, Synergy_HSA=-0.654. (9) Drug 1: C1CN1C2=NC(=NC(=N2)N3CC3)N4CC4. Drug 2: C1=CC(=CC=C1CC(C(=O)O)N)N(CCCl)CCCl.Cl. Cell line: T-47D. Synergy scores: CSS=42.4, Synergy_ZIP=-8.94, Synergy_Bliss=-0.245, Synergy_Loewe=-5.41, Synergy_HSA=2.13. (10) Drug 1: CCCCC(=O)OCC(=O)C1(CC(C2=C(C1)C(=C3C(=C2O)C(=O)C4=C(C3=O)C=CC=C4OC)O)OC5CC(C(C(O5)C)O)NC(=O)C(F)(F)F)O. Drug 2: C(CCl)NC(=O)N(CCCl)N=O. Cell line: TK-10. Synergy scores: CSS=24.4, Synergy_ZIP=-10.7, Synergy_Bliss=-10.5, Synergy_Loewe=-8.91, Synergy_HSA=-9.14.